Dataset: Full USPTO retrosynthesis dataset with 1.9M reactions from patents (1976-2016). Task: Predict the reactants needed to synthesize the given product. (1) Given the product [ClH:25].[F:12][C:13]1[CH:14]=[CH:15][C:16]([CH:17]([C:18]2[CH:23]=[CH:22][C:21]([F:24])=[CH:20][CH:19]=2)[O:8][CH:6]2[CH2:5][C:4]([CH3:10])([CH3:9])[NH:3][C:2]([CH3:11])([CH3:1])[CH2:7]2)=[CH:26][CH:27]=1, predict the reactants needed to synthesize it. The reactants are: [CH3:1][C:2]1([CH3:11])[CH2:7][CH:6]([OH:8])[CH2:5][C:4]([CH3:10])([CH3:9])[NH:3]1.[F:12][C:13]1[CH:27]=[CH:26][C:16]([CH:17]([Cl:25])[C:18]2[CH:23]=[CH:22][C:21]([F:24])=[CH:20][CH:19]=2)=[CH:15][CH:14]=1.N. (2) The reactants are: [N+:1]([C:4]1[CH:8]=[CH:7][N:6]([CH2:9][CH2:10][OH:11])[N:5]=1)([O-])=O.[H][H]. Given the product [NH2:1][C:4]1[CH:8]=[CH:7][N:6]([CH2:9][CH2:10][OH:11])[N:5]=1, predict the reactants needed to synthesize it. (3) Given the product [Cl:1][C:2]1[CH:3]=[N+:4]([O-:18])[CH:5]=[CH:6][C:7]=1[O:8][CH3:9], predict the reactants needed to synthesize it. The reactants are: [Cl:1][C:2]1[CH:3]=[N:4][CH:5]=[CH:6][C:7]=1[O:8][CH3:9].C1C=C(Cl)C=C(C(OO)=[O:18])C=1. (4) Given the product [OH:21][C:16]1[CH:15]=[C:14]([CH:19]=[CH:18][C:17]=1[OH:20])[CH:10]1[CH2:9][CH2:7][C:6]2[C:12](=[CH:13][C:3]([O:2][CH3:1])=[CH:4][C:5]=2[OH:22])[O:11]1, predict the reactants needed to synthesize it. The reactants are: [CH3:1][O:2][C:3]1[CH:13]=[C:12]2[C:6]([C:7]([CH2:9][C@@H:10]([C:14]3[CH:19]=[CH:18][C:17]([OH:20])=[C:16]([OH:21])[CH:15]=3)[O:11]2)=O)=[C:5]([OH:22])[CH:4]=1.O1C2C(=CC=CC=2)CCC1C1C=CC=CC=1.